Dataset: Catalyst prediction with 721,799 reactions and 888 catalyst types from USPTO. Task: Predict which catalyst facilitates the given reaction. (1) Reactant: [CH3:1][O:2][C:3](=[O:20])[C:4]1[CH:9]=[CH:8][CH:7]=[C:6]([C:10](=[O:19])[CH2:11][C:12](OC(C)(C)C)=O)[CH:5]=1.[H-].[Na+]. Product: [CH3:1][O:2][C:3](=[O:20])[C:4]1[CH:9]=[CH:8][CH:7]=[C:6]([C:10](=[O:19])[CH2:11][CH3:12])[CH:5]=1. The catalyst class is: 3. (2) Reactant: Br[CH2:2][CH2:3][CH:4]([C:9]1[S:10][C:11]2[CH:18]=[C:17]([C:19]([F:22])([F:21])[F:20])[CH:16]=[CH:15][C:12]=2[C:13]=1[CH3:14])[CH2:5][CH2:6][CH2:7][CH3:8].C(=O)([O-])[O-].[Cs+].[Cs+].[OH:29][C:30]1[CH:35]=[CH:34][C:33]([CH2:36][CH2:37][C:38]([O:40][CH3:41])=[O:39])=[CH:32][CH:31]=1. Product: [CH3:14][C:13]1[C:12]2[CH:15]=[CH:16][C:17]([C:19]([F:22])([F:21])[F:20])=[CH:18][C:11]=2[S:10][C:9]=1[CH:4]([CH2:5][CH2:6][CH2:7][CH3:8])[CH2:3][CH2:2][O:29][C:30]1[CH:31]=[CH:32][C:33]([CH2:36][CH2:37][C:38]([O:40][CH3:41])=[O:39])=[CH:34][CH:35]=1. The catalyst class is: 23. (3) Reactant: [CH3:1][N:2]1[CH2:15][CH2:14][C:5]2[NH:6][C:7]3[CH:8]=[CH:9][C:10]([CH3:13])=[CH:11][C:12]=3[C:4]=2[CH2:3]1.P([O-])([O-])([O-])=O.[K+].[K+].[K+].N1CCC[C@H]1C(O)=O.Br[CH:33]=[C:34]([C:36]1[S:37][CH:38]=[CH:39][CH:40]=1)[CH3:35]. Product: [CH3:1][N:2]1[CH2:15][CH2:14][C:5]2[N:6](/[CH:33]=[C:34](/[C:36]3[S:37][CH:38]=[CH:39][CH:40]=3)\[CH3:35])[C:7]3[CH:8]=[CH:9][C:10]([CH3:13])=[CH:11][C:12]=3[C:4]=2[CH2:3]1. The catalyst class is: 122. (4) Reactant: [O:1]1[CH2:6][CH2:5][O:4][CH2:3][C@@H:2]1[CH2:7][O:8][N:9]1C(=O)C2C(=CC=CC=2)C1=O.O.NN. Product: [O:1]1[CH2:6][CH2:5][O:4][CH2:3][C@@H:2]1[CH2:7][O:8][NH2:9]. The catalyst class is: 138. (5) Reactant: C[O:2][C:3](=[O:29])[C@H:4]([C@H:13]1[CH2:18][CH2:17][C@H:16]([NH:19][C:20]([C:22]2[C:27]([NH2:28])=[N:26][CH:25]=[CH:24][N:23]=2)=[O:21])[CH2:15][CH2:14]1)[NH:5][C:6]([O:8][C:9]([CH3:12])([CH3:11])[CH3:10])=[O:7].[OH-].[Na+]. Product: [NH2:28][C:27]1[C:22]([C:20]([NH:19][C@H:16]2[CH2:17][CH2:18][C@H:13]([C@H:4]([NH:5][C:6]([O:8][C:9]([CH3:12])([CH3:11])[CH3:10])=[O:7])[C:3]([OH:29])=[O:2])[CH2:14][CH2:15]2)=[O:21])=[N:23][CH:24]=[CH:25][N:26]=1. The catalyst class is: 24. (6) Reactant: [OH:1][C:2]1[CH:3]=[C:4]([CH:10]=[CH:11][C:12]=1[O:13][CH3:14])[C:5]([O:7][CH2:8][CH3:9])=[O:6].Br[CH2:16][CH2:17][CH2:18][CH2:19][CH2:20][CH2:21][C:22]([O:24][CH2:25][CH3:26])=[O:23].C(=O)([O-])[O-].[K+].[K+]. Product: [CH2:25]([O:24][C:22](=[O:23])[CH2:21][CH2:20][CH2:19][CH2:18][CH2:17][CH2:16][O:1][C:2]1[CH:3]=[C:4]([CH:10]=[CH:11][C:12]=1[O:13][CH3:14])[C:5]([O:7][CH2:8][CH3:9])=[O:6])[CH3:26]. The catalyst class is: 3. (7) Reactant: [CH3:1][Al](C)C.Cl[C:6]([C:12]1[CH:17]=[CH:16][C:15]([O:18][CH3:19])=[CH:14][CH:13]=1)([CH3:11])[C:7]([F:10])([F:9])[F:8]. Product: [CH3:19][O:18][C:15]1[CH:16]=[CH:17][C:12]([C:6]([CH3:1])([CH3:11])[C:7]([F:10])([F:9])[F:8])=[CH:13][CH:14]=1. The catalyst class is: 81.